From a dataset of Reaction yield outcomes from USPTO patents with 853,638 reactions. Predict the reaction yield, written as a fraction of the theoretical maximum amount of product (1.0 means a 100% yield; for example, 0.34 means a 34% yield). (1) The reactants are [C:1]([O:5][C:6]([NH:8][C@@H:9]([CH2:20][CH2:21][CH2:22][C@H:23]([O:42][CH2:43][CH2:44][CH3:45])[C@H:24]([C@@H:30]([O:32]CC1C=CC(OC)=CC=1)[CH3:31])[CH2:25][CH2:26][CH:27]([CH3:29])[CH3:28])[C:10]([O:12][CH2:13][C:14]1[CH:19]=[CH:18][CH:17]=[CH:16][CH:15]=1)=[O:11])=[O:7])([CH3:4])([CH3:3])[CH3:2].C(C1C(=O)C(Cl)=C(Cl)C(=O)C=1C#N)#N.[OH-].[Na+]. The catalyst is O.C(Cl)Cl. The product is [C:1]([O:5][C:6]([NH:8][C@@H:9]([CH2:20][CH2:21][CH2:22][C@H:23]([O:42][CH2:43][CH2:44][CH3:45])[C@H:24]([C@@H:30]([OH:32])[CH3:31])[CH2:25][CH2:26][CH:27]([CH3:29])[CH3:28])[C:10]([O:12][CH2:13][C:14]1[CH:19]=[CH:18][CH:17]=[CH:16][CH:15]=1)=[O:11])=[O:7])([CH3:2])([CH3:3])[CH3:4]. The yield is 0.920. (2) The reactants are [S:1]1[CH:5]=[CH:4][N:3]=[C:2]1[C:6]1[CH:7]=[C:8]([CH:11]=[CH:12][CH:13]=1)[C:9]#[N:10].[N-:14]=[N+:15]=[N-:16].[Na+].Cl.C(N(CC)CC)C. The catalyst is C1(C)C(C)=CC=CC=1. The product is [S:1]1[CH:5]=[CH:4][N:3]=[C:2]1[C:6]1[CH:7]=[C:8]([C:9]2[NH:16][N:15]=[N:14][N:10]=2)[CH:11]=[CH:12][CH:13]=1. The yield is 0.760. (3) The reactants are [N+:1]([C:4]1[CH:9]=[CH:8][C:7]([C:10]([CH3:17])([CH3:16])[C:11]([O:13][CH2:14][CH3:15])=[O:12])=[CH:6][CH:5]=1)([O-])=O.C([O-])=O.[K+]. The catalyst is CCO.O.[Pd]. The product is [NH2:1][C:4]1[CH:5]=[CH:6][C:7]([C:10]([CH3:16])([CH3:17])[C:11]([O:13][CH2:14][CH3:15])=[O:12])=[CH:8][CH:9]=1. The yield is 0.850.